Dataset: Reaction yield outcomes from USPTO patents with 853,638 reactions. Task: Predict the reaction yield, written as a fraction of the theoretical maximum amount of product (1.0 means a 100% yield; for example, 0.34 means a 34% yield). (1) The reactants are Br[CH2:2][C:3]1[C:13]([Cl:14])=[N:12][CH:11]=[CH:10][C:4]=1[C:5]([O:7]CC)=O.Cl.[CH3:16][C:17]1[CH:18]=[C:19]([CH:29]([NH2:31])[CH3:30])[CH:20]=[N:21][C:22]=1[O:23][CH2:24][C:25]([F:28])([F:27])[F:26].C(N(CC)CC)C. No catalyst specified. The product is [Cl:14][C:13]1[C:3]2[CH2:2][N:31]([CH:29]([C:19]3[CH:20]=[N:21][C:22]([O:23][CH2:24][C:25]([F:28])([F:26])[F:27])=[C:17]([CH3:16])[CH:18]=3)[CH3:30])[C:5](=[O:7])[C:4]=2[CH:10]=[CH:11][N:12]=1. The yield is 0.780. (2) The reactants are [NH:1]1[CH2:6][CH2:5][NH:4][CH2:3][C:2]1=[O:7].[F:8][C:9]1[CH:14]=[CH:13][C:12]([CH2:15][CH2:16]Cl)=[CH:11][CH:10]=1.CCN(C(C)C)C(C)C. The catalyst is C(#N)C. The product is [F:8][C:9]1[CH:14]=[CH:13][C:12]([CH2:15][CH2:16][N:4]2[CH2:5][CH2:6][NH:1][C:2](=[O:7])[CH2:3]2)=[CH:11][CH:10]=1. The yield is 0.480. (3) The reactants are [C:1](OC(=O)C)(=[O:3])[CH3:2].[Cl:8][C:9]1[CH:10]=[CH:11][C:12]2[CH2:13][NH:14][CH2:15][C@@H:16]([C:20]3[CH:25]=[CH:24][CH:23]=[CH:22][CH:21]=3)[O:17][C:18]=2[N:19]=1. The catalyst is ClCCl. The product is [Cl:8][C:9]1[CH:10]=[CH:11][C:12]2[CH2:13][N:14]([C:1](=[O:3])[CH3:2])[CH2:15][C@@H:16]([C:20]3[CH:25]=[CH:24][CH:23]=[CH:22][CH:21]=3)[O:17][C:18]=2[N:19]=1. The yield is 0.980.